Dataset: Catalyst prediction with 721,799 reactions and 888 catalyst types from USPTO. Task: Predict which catalyst facilitates the given reaction. Reactant: C([O:3][C:4]([C@@H:6]1[CH2:11][C@@:10]2([CH2:12][OH:13])[C@H:8]([CH2:9]2)[N:7]1[C:14]([O:16][C:17]([CH3:20])([CH3:19])[CH3:18])=[O:15])=[O:5])C.[OH-].[Na+].OS([O-])(=O)=O.[K+].CCOC(C)=O. Product: [C:17]([O:16][C:14]([N:7]1[C@H:6]([C:4]([OH:5])=[O:3])[CH2:11][C@@:10]2([CH2:12][OH:13])[C@@H:8]1[CH2:9]2)=[O:15])([CH3:20])([CH3:19])[CH3:18]. The catalyst class is: 20.